Predict the product of the given reaction. From a dataset of Forward reaction prediction with 1.9M reactions from USPTO patents (1976-2016). (1) The product is: [CH:19]1([NH:22][C:23]([C:25]2[CH:30]=[CH:29][C:28]([C:5]3[N:9]4[CH:10]=[C:11]([C:16]([NH2:18])=[O:17])[N:12]=[C:13]([S:14][CH3:15])[C:8]4=[N:7][CH:6]=3)=[CH:27][CH:26]=2)=[O:24])[CH2:20][CH2:21]1. Given the reactants C(O)C.Br[C:5]1[N:9]2[CH:10]=[C:11]([C:16]([NH2:18])=[O:17])[N:12]=[C:13]([S:14][CH3:15])[C:8]2=[N:7][CH:6]=1.[CH:19]1([NH:22][C:23]([C:25]2[CH:30]=[CH:29][C:28](B3OC(C)(C)C(C)(C)O3)=[CH:27][CH:26]=2)=[O:24])[CH2:21][CH2:20]1.C(=O)([O-])O.[Na+], predict the reaction product. (2) The product is: [F:46][C:47]1[CH:48]=[C:49]([CH:91]=[CH:92][CH:93]=1)[CH2:50][N:51]1[CH:55]=[C:54]([C:56]2[C:64]3[C:59](=[N:60][CH:61]=[C:62]([C:65]4[CH:70]=[CH:69][C:68]([N:71]5[CH2:72][CH2:73][N:74]([S:77]([CH3:80])(=[O:79])=[O:78])[CH2:75][CH2:76]5)=[CH:67][CH:66]=4)[CH:63]=3)[NH:58][CH:57]=2)[CH:53]=[N:52]1. Given the reactants Cl.FC1C=C(C=CC=1)CN1C=C(C2C3C(=NC=C(C4C=CC(C5CCNCC5)=CC=4)C=3)N(S(C3C=CC(C)=CC=3)(=O)=O)C=2)C=N1.[F:46][C:47]1[CH:48]=[C:49]([CH:91]=[CH:92][CH:93]=1)[CH2:50][N:51]1[CH:55]=[C:54]([C:56]2[C:64]3[C:59](=[N:60][CH:61]=[C:62]([C:65]4[CH:70]=[CH:69][C:68]([N:71]5[CH2:76][CH2:75][N:74]([S:77]([CH3:80])(=[O:79])=[O:78])[CH2:73][CH2:72]5)=[CH:67][CH:66]=4)[CH:63]=3)[N:58](S(C3C=CC(C)=CC=3)(=O)=O)[CH:57]=2)[CH:53]=[N:52]1.[OH-].[Li+], predict the reaction product. (3) The product is: [C:1]([OH:6])(=[O:16])[CH3:2].[Br:7][C:8]1[CH:9]=[CH:10][C:11]([CH3:40])=[C:12]([NH:14][C:15]([C:17]2[N:18]=[CH:19][NH:20][C:21]=2[C:22]([NH:24][C:25]2[NH:26][C:27]3[CH:33]=[CH:32][C:31]([N:34]4[CH2:35][CH2:36][N:37]([CH2:1][CH2:2][CH2:3][CH2:4][CH3:5])[CH2:38][CH2:39]4)=[CH:30][C:28]=3[N:29]=2)=[O:23])=[O:16])[CH:13]=1. Given the reactants [CH:1](=[O:6])[CH2:2][CH2:3][CH2:4][CH3:5].[Br:7][C:8]1[CH:9]=[CH:10][C:11]([CH3:40])=[C:12]([NH:14][C:15]([C:17]2[N:18]=[CH:19][NH:20][C:21]=2[C:22]([NH:24][C:25]2[NH:29][C:28]3[CH:30]=[C:31]([N:34]4[CH2:39][CH2:38][NH:37][CH2:36][CH2:35]4)[CH:32]=[CH:33][C:27]=3[N:26]=2)=[O:23])=[O:16])[CH:13]=1.[Na], predict the reaction product. (4) Given the reactants [Cl:1][C:2]1[CH:3]=[N:4][CH:5]=[C:6]([Cl:37])[C:7]=1[NH:8][C:9]1[NH:13][C:12]2[C:14]3[CH2:15][C:16]([CH3:36])([CH3:35])[O:17][C:18]=3[C:19]([C:21]([NH:23][C:24]3[CH:29]=[CH:28][C:27]([F:30])=[C:26]([C:31]([F:34])([F:33])[F:32])[CH:25]=3)=[O:22])=[CH:20][C:11]=2[N:10]=1.[CH3:38][S:39]([OH:42])(=[O:41])=[O:40], predict the reaction product. The product is: [CH3:38][S:39]([OH:42])(=[O:41])=[O:40].[Cl:1][C:2]1[CH:3]=[N:4][CH:5]=[C:6]([Cl:37])[C:7]=1[NH:8][C:9]1[NH:13][C:12]2[C:14]3[CH2:15][C:16]([CH3:35])([CH3:36])[O:17][C:18]=3[C:19]([C:21]([NH:23][C:24]3[CH:29]=[CH:28][C:27]([F:30])=[C:26]([C:31]([F:34])([F:32])[F:33])[CH:25]=3)=[O:22])=[CH:20][C:11]=2[N:10]=1. (5) The product is: [Br:24][CH2:25][C:20]([C:11]1[CH:10]=[C:9]([C:6]2[CH:5]=[CH:4][C:3]([S:2][CH3:1])=[CH:8][CH:7]=2)[N:13]([C:14]2[CH:19]=[CH:18][CH:17]=[CH:16][N:15]=2)[N:12]=1)=[O:22]. Given the reactants [CH3:1][S:2][C:3]1[CH:8]=[CH:7][C:6]([C:9]2[N:13]([C:14]3[CH:19]=[CH:18][CH:17]=[CH:16][N:15]=3)[N:12]=[C:11]([C:20]([O:22]C)=O)[CH:10]=2)=[CH:5][CH:4]=1.[Br:24][CH2:25]Br.C[Li], predict the reaction product. (6) Given the reactants FC(F)(F)C(O)=O.[CH2:8]([NH:12][C:13]1[N:21]=[C:20]2[C:16]([N:17]=[C:18]([O:22][CH3:23])[NH:19]2)=[C:15]([NH2:24])[N:14]=1)[CH2:9][CH2:10][CH3:11].C(=O)([O-])[O-].[K+].[K+].CS(O[CH2:36][CH2:37][CH:38]1[CH2:43][CH2:42][CH2:41][O:40][CH2:39]1)(=O)=O.O, predict the reaction product. The product is: [CH2:8]([NH:12][C:13]1[N:21]=[C:20]2[C:16]([N:17]=[C:18]([O:22][CH3:23])[N:19]2[CH2:36][CH2:37][CH:38]2[CH2:43][CH2:42][CH2:41][O:40][CH2:39]2)=[C:15]([NH2:24])[N:14]=1)[CH2:9][CH2:10][CH3:11]. (7) Given the reactants O.[NH2:2][NH2:3].[CH:4]1[C:9]([C:10]([OH:12])=[O:11])=[CH:8][C:7]2[C:13](O[C:16](=[O:17])[C:6]=2[CH:5]=1)=[O:14], predict the reaction product. The product is: [O:17]=[C:16]1[C:6]2[C:7](=[CH:8][C:9]([C:10]([OH:12])=[O:11])=[CH:4][CH:5]=2)[C:13](=[O:14])[NH:3][NH:2]1. (8) Given the reactants [H-].[Na+].[CH2:3]([N:5]([CH2:16][CH3:17])[C:6](=[O:15])[CH2:7][C:8]([N:10]([CH2:13][CH3:14])[CH2:11][CH3:12])=[O:9])[CH3:4].CC1C=CC(S(O[CH2:29][CH2:30][O:31][CH2:32][CH2:33][O:34][CH2:35][CH2:36][O:37][CH2:38][CH2:39][O:40][CH:41]2[CH2:46][CH2:45][CH2:44][CH2:43][O:42]2)(=O)=O)=CC=1, predict the reaction product. The product is: [CH2:16]([N:5]([CH2:3][CH3:4])[C:6](=[O:15])[CH:7]([CH2:29][CH2:30][O:31][CH2:32][CH2:33][O:34][CH2:35][CH2:36][O:37][CH2:38][CH2:39][O:40][CH:41]1[CH2:46][CH2:45][CH2:44][CH2:43][O:42]1)[C:8]([N:10]([CH2:13][CH3:14])[CH2:11][CH3:12])=[O:9])[CH3:17]. (9) The product is: [Cl-:21].[Cl-:21].[NH3+:11][CH2:10][C:8]1[C:7]([O:19][CH3:20])=[CH:6][NH+:5]=[C:4]([CH:1]2[CH2:3][CH2:2]2)[CH:9]=1. Given the reactants [CH:1]1([C:4]2[CH:9]=[C:8]([CH2:10][NH:11]C(=O)OC(C)(C)C)[C:7]([O:19][CH3:20])=[CH:6][N:5]=2)[CH2:3][CH2:2]1.[ClH:21].CCO, predict the reaction product. (10) The product is: [CH2:24]([NH:23][C:21](=[O:22])[CH2:20][O:18][C:15]1[CH:14]=[CH:13][C:12]([C:9]2[CH:8]=[CH:7][C:6]([C:4]([OH:3])=[O:5])=[CH:11][CH:10]=2)=[CH:17][CH:16]=1)[CH2:25][CH2:26][CH2:27][CH2:28][CH3:29]. Given the reactants C([O:3][C:4]([C:6]1[CH:11]=[CH:10][C:9]([C:12]2[CH:17]=[CH:16][C:15]([OH:18])=[CH:14][CH:13]=2)=[CH:8][CH:7]=1)=[O:5])C.Cl[CH2:20][C:21]([NH:23][CH2:24][CH2:25][CH2:26][CH2:27][CH2:28][CH3:29])=[O:22].C(=O)([O-])[O-].[K+].[K+].[I-].[K+], predict the reaction product.